From a dataset of hERG potassium channel inhibition data for cardiac toxicity prediction from Karim et al.. Regression/Classification. Given a drug SMILES string, predict its toxicity properties. Task type varies by dataset: regression for continuous values (e.g., LD50, hERG inhibition percentage) or binary classification for toxic/non-toxic outcomes (e.g., AMES mutagenicity, cardiotoxicity, hepatotoxicity). Dataset: herg_karim. (1) The compound is CN(C(=O)N1CC(c2cc(F)ccc2F)=C[C@@]1(CO)c1ccccc1)C1CCNCC1. The result is 0 (non-blocker). (2) The compound is Cc1cnc(-c2ccc3c(c2)CCN(CCCSc2nnc(-c4cccs4)n2C)CC3)o1. The result is 1 (blocker). (3) The result is 1 (blocker). The molecule is Nc1ccc(-c2ccccc2)cc1NC(=O)c1ccc(CNC(=O)OCc2cccnc2)cc1. (4) The compound is CCO[C@H]1CN([C@H]2CC[C@@](O)(c3ccc(C)cc3)CC2)C[C@@H]1NC(=O)CNC(=O)c1cccc(C(F)(F)F)c1. The result is 0 (non-blocker).